Task: Predict the reaction yield, written as a fraction of the theoretical maximum amount of product (1.0 means a 100% yield; for example, 0.34 means a 34% yield).. Dataset: Reaction yield outcomes from USPTO patents with 853,638 reactions (1) The reactants are C[Si](Cl)(C)C.[Na+].[I-].[F:8][C:9]1[CH:14]=[CH:13][CH:12]=[CH:11][C:10]=1[N:15]1[CH:20]=[C:19]([O:21]C)[C:18](=[O:23])[C:17]([C:24]2[N:28]([C:29]3[CH:34]=[CH:33][CH:32]=[CH:31][CH:30]=3)[N:27]=[CH:26][CH:25]=2)=[N:16]1.O. The catalyst is CC#N. The product is [F:8][C:9]1[CH:14]=[CH:13][CH:12]=[CH:11][C:10]=1[N:15]1[CH:20]=[C:19]([OH:21])[C:18](=[O:23])[C:17]([C:24]2[N:28]([C:29]3[CH:34]=[CH:33][CH:32]=[CH:31][CH:30]=3)[N:27]=[CH:26][CH:25]=2)=[N:16]1. The yield is 0.930. (2) The reactants are [CH3:1][O:2][C:3]1[CH:4]=[C:5]2[C:10](=[CH:11][C:12]=1[O:13][CH3:14])[N:9]=[CH:8][CH:7]=[C:6]2[O:15][C:16]1[CH:22]=[CH:21][C:19]([NH2:20])=[C:18]([CH3:23])[C:17]=1[CH3:24].Cl[C:26](Cl)([O:28][C:29](=[O:35])OC(Cl)(Cl)Cl)Cl.[N:37]1([CH2:43][CH2:44]CO)[CH2:42][CH2:41][CH2:40][CH2:39][CH2:38]1.C(=O)(O)[O-].[Na+]. The catalyst is C(Cl)Cl.C(N(CC)CC)C.C1(C)C=CC=CC=1. The product is [CH3:1][O:2][C:3]1[CH:4]=[C:5]2[C:10](=[CH:11][C:12]=1[O:13][CH3:14])[N:9]=[CH:8][CH:7]=[C:6]2[O:15][C:16]1[CH:22]=[CH:21][C:19]([NH:20][C:29](=[O:35])[O:28][CH2:26][CH2:44][CH2:43][N:37]2[CH2:42][CH2:41][CH2:40][CH2:39][CH2:38]2)=[C:18]([CH3:23])[C:17]=1[CH3:24]. The yield is 0.730. (3) The reactants are Br[C:2]1[C:7]([I:8])=[CH:6][N:5]=[C:4]([C:9]2[CH:14]=[CH:13][CH:12]=[CH:11][CH:10]=2)[N:3]=1.[CH:15]1([C:18]2[CH:22]=[C:21]([NH2:23])[NH:20][N:19]=2)[CH2:17][CH2:16]1. The catalyst is CCCCO. The product is [CH:15]1([C:18]2[NH:19][N:20]=[C:21]([NH:23][C:2]3[C:7]([I:8])=[CH:6][N:5]=[C:4]([C:9]4[CH:14]=[CH:13][CH:12]=[CH:11][CH:10]=4)[N:3]=3)[CH:22]=2)[CH2:17][CH2:16]1. The yield is 0.887. (4) The reactants are CCN(CC)CC.[SH:8][CH2:9][C:10]([OH:12])=[O:11].Cl[C:14]1[CH:19]=[CH:18][C:17]([N+:20]([O-:22])=[O:21])=[CH:16][C:15]=1[N+:23]([O-:25])=[O:24].O. The catalyst is O1CCOCC1. The product is [N+:20]([C:17]1[CH:16]=[C:15]([N+:23]([O-:25])=[O:24])[CH:14]=[CH:19][C:18]=1[S:8][CH2:9][C:10]([OH:12])=[O:11])([O-:22])=[O:21]. The yield is 0.740. (5) The reactants are [Cl:1][C:2]1[CH:19]=[CH:18][C:5]([CH2:6][N:7]2[C:17]3[C:12](=[CH:13][CH:14]=[CH:15][CH:16]=3)[C:10](=O)[C:8]2=[O:9])=[CH:4][CH:3]=1.[C:20]([NH:28][NH2:29])(=[O:27])[C:21]1[CH:26]=[CH:25][CH:24]=[CH:23][CH:22]=1. No catalyst specified. The product is [Cl:1][C:2]1[CH:19]=[CH:18][C:5]([CH2:6][N:7]2[C:17]3[C:12](=[CH:13][CH:14]=[CH:15][CH:16]=3)/[C:10](=[N:29]/[NH:28][C:20](=[O:27])[C:21]3[CH:26]=[CH:25][CH:24]=[CH:23][CH:22]=3)/[C:8]2=[O:9])=[CH:4][CH:3]=1. The yield is 0.860. (6) The reactants are [NH:1]1[C:9]2[C:4](=[CH:5][CH:6]=[N:7][CH:8]=2)[CH:3]=[CH:2]1.[Cl:10][C:11]1[CH:16]=[CH:15][C:14](I)=[CH:13][CH:12]=1.CN(C)CCN.[O-]P([O-])([O-])=O.[K+].[K+].[K+]. The catalyst is CN(C=O)C.[Cu]I. The product is [Cl:10][C:11]1[CH:16]=[CH:15][C:14]([N:1]2[C:9]3=[CH:8][N:7]=[CH:6][CH:5]=[C:4]3[CH:3]=[CH:2]2)=[CH:13][CH:12]=1. The yield is 0.886. (7) The product is [CH:15]([C:13]1[N:14]=[C:10]([CH2:9][OH:8])[N:11]([CH2:27][C:28]2[CH:29]=[CH:30][N:31]=[CH:32][CH:33]=2)[C:12]=1[S:18][C:19]1[CH:24]=[CH:23][CH:22]=[C:21]([O:25][CH3:26])[CH:20]=1)([CH3:17])[CH3:16]. The reactants are C([O:8][CH2:9][C:10]1[N:11]([CH2:27][C:28]2[CH:33]=[CH:32][N:31]=[CH:30][CH:29]=2)[C:12]([S:18][C:19]2[CH:24]=[CH:23][CH:22]=[C:21]([O:25][CH3:26])[CH:20]=2)=[C:13]([CH:15]([CH3:17])[CH3:16])[N:14]=1)C1C=CC=CC=1.Cl. The yield is 0.870. The catalyst is CCO.